The task is: Regression. Given two drug SMILES strings and cell line genomic features, predict the synergy score measuring deviation from expected non-interaction effect.. This data is from NCI-60 drug combinations with 297,098 pairs across 59 cell lines. (1) Drug 1: CC1=C(C=C(C=C1)NC2=NC=CC(=N2)N(C)C3=CC4=NN(C(=C4C=C3)C)C)S(=O)(=O)N.Cl. Drug 2: COC1=CC(=CC(=C1O)OC)C2C3C(COC3=O)C(C4=CC5=C(C=C24)OCO5)OC6C(C(C7C(O6)COC(O7)C8=CC=CS8)O)O. Cell line: MALME-3M. Synergy scores: CSS=25.1, Synergy_ZIP=-7.70, Synergy_Bliss=-0.530, Synergy_Loewe=-9.47, Synergy_HSA=0.956. (2) Drug 1: CC1=CC2C(CCC3(C2CCC3(C(=O)C)OC(=O)C)C)C4(C1=CC(=O)CC4)C. Drug 2: CC1=C2C(C(=O)C3(C(CC4C(C3C(C(C2(C)C)(CC1OC(=O)C(C(C5=CC=CC=C5)NC(=O)C6=CC=CC=C6)O)O)OC(=O)C7=CC=CC=C7)(CO4)OC(=O)C)O)C)OC(=O)C. Cell line: PC-3. Synergy scores: CSS=47.5, Synergy_ZIP=-0.848, Synergy_Bliss=0.217, Synergy_Loewe=-76.6, Synergy_HSA=-2.20. (3) Cell line: UACC-257. Synergy scores: CSS=16.1, Synergy_ZIP=-2.13, Synergy_Bliss=1.87, Synergy_Loewe=2.46, Synergy_HSA=4.36. Drug 1: C1CN1C2=NC(=NC(=N2)N3CC3)N4CC4. Drug 2: CC1OCC2C(O1)C(C(C(O2)OC3C4COC(=O)C4C(C5=CC6=C(C=C35)OCO6)C7=CC(=C(C(=C7)OC)O)OC)O)O. (4) Drug 1: C1CN1P(=S)(N2CC2)N3CC3. Drug 2: C1C(C(OC1N2C=NC(=NC2=O)N)CO)O. Cell line: SN12C. Synergy scores: CSS=17.6, Synergy_ZIP=-10.6, Synergy_Bliss=-2.44, Synergy_Loewe=-2.90, Synergy_HSA=-1.18. (5) Drug 1: C1=NC2=C(N1)C(=S)N=C(N2)N. Drug 2: CC(C)NC(=O)C1=CC=C(C=C1)CNNC.Cl. Cell line: OVCAR-5. Synergy scores: CSS=35.6, Synergy_ZIP=-0.721, Synergy_Bliss=-2.09, Synergy_Loewe=-18.5, Synergy_HSA=-2.35.